From a dataset of Full USPTO retrosynthesis dataset with 1.9M reactions from patents (1976-2016). Predict the reactants needed to synthesize the given product. (1) Given the product [NH2:29][C:26]1[CH:25]=[CH:24][C:23]([CH2:22][N:19]2[CH2:20][CH2:21][N:17]([C:4]3[S:5][C:6]([C:7]([NH:8][CH2:9][C:10]4[CH:11]=[N:12][CH:13]=[CH:14][CH:15]=4)=[O:16])=[C:2]([CH3:1])[CH:3]=3)[C:18]2=[O:37])=[CH:28][CH:27]=1, predict the reactants needed to synthesize it. The reactants are: [CH3:1][C:2]1[CH:3]=[C:4]([N:17]2[CH2:21][CH2:20][N:19]([CH2:22][C:23]3[CH:28]=[CH:27][C:26]([NH:29]C(=O)OCCCC)=[CH:25][CH:24]=3)[C:18]2=[O:37])[S:5][C:6]=1[C:7](=[O:16])[NH:8][CH2:9][C:10]1[CH:11]=[N:12][CH:13]=[CH:14][CH:15]=1.FC(F)(F)C(O)=O. (2) Given the product [CH2:1]([O:3][C:4]1[CH:9]=[CH:8][N:7]=[C:6]([CH2:15][OH:14])[CH:5]=1)[CH3:2], predict the reactants needed to synthesize it. The reactants are: [CH2:1]([O:3][C:4]1[CH:9]=[CH:8][N+:7]([O-])=[CH:6][CH:5]=1)[CH3:2].S(OC)([O:14][CH3:15])(=O)=O.[NH4+].[NH4+].[O-]S(OOS([O-])(=O)=O)(=O)=O. (3) Given the product [Br:1][C:2]1[C:11]([C:12]2([C:13]([O:15][CH3:16])=[O:14])[CH2:17][O:28]2)=[C:10]2[C:5]([CH:6]=[CH:7][C:8]([O:18][CH3:19])=[N:9]2)=[CH:4][CH:3]=1, predict the reactants needed to synthesize it. The reactants are: [Br:1][C:2]1[C:11]([C:12](=[CH2:17])[C:13]([O:15][CH3:16])=[O:14])=[C:10]2[C:5]([CH:6]=[CH:7][C:8]([O:18][CH3:19])=[N:9]2)=[CH:4][CH:3]=1.ClC1C=CC=C(C(OO)=[O:28])C=1.S([O-])([O-])=O.[Na+].[Na+].C(=O)(O)[O-].[Na+]. (4) Given the product [F:1][C:2]([F:18])([CH2:14][CH:15]([CH3:16])[CH3:17])[CH2:3][O:4][C:5]1[C:6]([CH3:13])=[CH:7][C:8]([N:12]=[CH:19][O:20][CH3:21])=[C:9]([CH3:11])[CH:10]=1, predict the reactants needed to synthesize it. The reactants are: [F:1][C:2]([F:18])([CH2:14][CH:15]([CH3:17])[CH3:16])[CH2:3][O:4][C:5]1[CH:10]=[C:9]([CH3:11])[C:8]([NH2:12])=[CH:7][C:6]=1[CH3:13].[CH:19](OC)(OC)[O:20][CH3:21].O.C1(C)C=CC(S(O)(=O)=O)=CC=1.C(=O)([O-])O.[Na+].